Dataset: Forward reaction prediction with 1.9M reactions from USPTO patents (1976-2016). Task: Predict the product of the given reaction. (1) Given the reactants [CH:1]1([NH:6][CH2:7][C:8]([F:14])([F:13])[C:9]([O:11][CH3:12])=[O:10])[CH2:5][CH2:4][CH2:3][CH2:2]1.C([O-])([O-])=O.[K+].[K+].[Cl:21][C:22]1[N:27]=[C:26](Cl)[C:25]([N+:29]([O-:31])=[O:30])=[CH:24][N:23]=1, predict the reaction product. The product is: [Cl:21][C:22]1[N:27]=[C:26]([N:6]([CH:1]2[CH2:2][CH2:3][CH2:4][CH2:5]2)[CH2:7][C:8]([F:13])([F:14])[C:9]([O:11][CH3:12])=[O:10])[C:25]([N+:29]([O-:31])=[O:30])=[CH:24][N:23]=1. (2) Given the reactants [CH3:1][C:2]1[CH:9]=[CH:8][C:5]([C:6]#[N:7])=[CH:4][N:3]=1.[Se](=O)=[O:11], predict the reaction product. The product is: [CH:1]([C:2]1[CH:9]=[CH:8][C:5]([C:6]#[N:7])=[CH:4][N:3]=1)=[O:11]. (3) Given the reactants [NH2:1][C:2]1[N:6]([C:7]2[CH:12]=[CH:11][CH:10]=[CH:9][CH:8]=2)[N:5]=[CH:4][C:3]=1[C:13]([O:15][CH2:16][CH3:17])=[O:14].[H-].[Na+].Br[CH2:21][CH2:22][CH2:23][O:24][CH3:25], predict the reaction product. The product is: [CH3:25][O:24][CH2:23][CH2:22][CH2:21][NH:1][C:2]1[N:6]([C:7]2[CH:12]=[CH:11][CH:10]=[CH:9][CH:8]=2)[N:5]=[CH:4][C:3]=1[C:13]([O:15][CH2:16][CH3:17])=[O:14]. (4) Given the reactants [NH2:1][NH:2][C:3]([C:5]1[N:10]=[CH:9][CH:8]=[CH:7][N:6]=1)=[NH:4].[F:11][C:12]1[CH:13]=[CH:14][C:15]([OH:20])=[C:16]([CH:19]=1)[CH:17]=O, predict the reaction product. The product is: [F:11][C:12]1[CH:13]=[CH:14][C:15]([OH:20])=[C:16]([C:17]2[NH:1][N:2]=[C:3]([C:5]3[N:10]=[CH:9][CH:8]=[CH:7][N:6]=3)[N:4]=2)[CH:19]=1.